Dataset: Reaction yield outcomes from USPTO patents with 853,638 reactions. Task: Predict the reaction yield, written as a fraction of the theoretical maximum amount of product (1.0 means a 100% yield; for example, 0.34 means a 34% yield). (1) The reactants are C1(C)C=CC(S([O-])(=O)=O)=CC=1.[NH+]1C=CC=CC=1.[OH:18][C:19]1([C@H:22]2[CH2:26][O:25]C(C)(C)[N:23]2[C:29]([O:31][CH2:32][C:33]2[CH:38]=[CH:37][CH:36]=[CH:35][CH:34]=2)=[O:30])[CH2:21][CH2:20]1. The catalyst is CO. The product is [OH:25][CH2:26][C@@H:22]([NH:23][C:29](=[O:30])[O:31][CH2:32][C:33]1[CH:34]=[CH:35][CH:36]=[CH:37][CH:38]=1)[C:19]1([OH:18])[CH2:21][CH2:20]1. The yield is 0.480. (2) The reactants are [CH:1](O)=[O:2].C(OC(=O)C)(=O)C.Cl.[NH2:12][CH2:13][C:14]1[N:19]=[C:18]([N:20]2[CH2:25][CH2:24][N:23]([C:26]([O:28][C:29]([CH3:32])([CH3:31])[CH3:30])=[O:27])[CH2:22][CH2:21]2)[C:17]([C:33]([O:35][CH3:36])=[O:34])=[CH:16][CH:15]=1.C(=O)(O)[O-].[Na+]. The catalyst is C(Cl)Cl. The product is [CH:1]([NH:12][CH2:13][C:14]1[N:19]=[C:18]([N:20]2[CH2:25][CH2:24][N:23]([C:26]([O:28][C:29]([CH3:32])([CH3:31])[CH3:30])=[O:27])[CH2:22][CH2:21]2)[C:17]([C:33]([O:35][CH3:36])=[O:34])=[CH:16][CH:15]=1)=[O:2]. The yield is 1.00.